Dataset: Peptide-MHC class I binding affinity with 185,985 pairs from IEDB/IMGT. Task: Regression. Given a peptide amino acid sequence and an MHC pseudo amino acid sequence, predict their binding affinity value. This is MHC class I binding data. The peptide sequence is GVILLRIVI. The MHC is Mamu-A2601 with pseudo-sequence Mamu-A2601. The binding affinity (normalized) is 0.348.